This data is from Reaction yield outcomes from USPTO patents with 853,638 reactions. The task is: Predict the reaction yield, written as a fraction of the theoretical maximum amount of product (1.0 means a 100% yield; for example, 0.34 means a 34% yield). (1) The product is [Cl:11][C:8]1[C:9]([CH3:10])=[C:2]([Cl:1])[C:3]2[O:12][CH:15]([C:14]([F:13])([F:23])[F:22])[C:16]([C:17]([O:19][CH2:20][CH3:21])=[O:18])=[CH:5][C:4]=2[CH:7]=1. The yield is 0.840. The catalyst is CS(C)=O.C(OCC)(=O)C. The reactants are [Cl:1][C:2]1[C:9]([CH3:10])=[C:8]([Cl:11])[CH:7]=[C:4]([CH:5]=O)[C:3]=1[OH:12].[F:13][C:14]([F:23])([F:22])/[CH:15]=[CH:16]/[C:17]([O:19][CH2:20][CH3:21])=[O:18].C(N(CC)CC)C. (2) The reactants are [C:1]([NH:4][C:5]1[S:6][C:7]([C:11]2[S:15][C:14]([C:16]([OH:18])=O)=[CH:13][CH:12]=2)=[C:8]([CH3:10])[N:9]=1)(=[O:3])[CH3:2].C1CN([P+](ON2N=NC3C=CC=CC2=3)(N2CCCC2)N2CCCC2)CC1.F[P-](F)(F)(F)(F)F.[OH:52][CH:53]1[CH2:58][CH2:57][NH:56][CH2:55][CH2:54]1.CCN(C(C)C)C(C)C. The catalyst is C1COCC1. The product is [OH:52][CH:53]1[CH2:58][CH2:57][N:56]([C:16]([C:14]2[S:15][C:11]([C:7]3[S:6][C:5]([NH:4][C:1](=[O:3])[CH3:2])=[N:9][C:8]=3[CH3:10])=[CH:12][CH:13]=2)=[O:18])[CH2:55][CH2:54]1. The yield is 0.230. (3) The reactants are O[C:2]1[CH:3]=[C:4]([NH:8][C:9]2[N:14]=[C:13]([NH:15][C:16]3[CH:21]=[CH:20][CH:19]=[C:18](O)[CH:17]=3)[C:12]([F:23])=[CH:11][N:10]=2)[CH:5]=[CH:6][CH:7]=1.[CH2:24]([N:31]1[CH2:36][CH2:35][N:34](C2C=CC(N)=CC=2)[CH2:33][CH2:32]1)[C:25]1[CH:30]=[CH:29][CH:28]=[CH:27][CH:26]=1.Cl[C:45]1[N:50]=[C:49](Cl)[C:48](F)=[CH:47]N=1. No catalyst specified. The product is [CH2:49]([N:50]1[CH2:45][CH2:9][N:8]([C:7]2[CH:6]=[CH:5][C:4]([NH:8][C:9]3[N:14]=[C:13]([NH:15][C:16]4[CH:21]=[CH:20][C:19]([N:34]5[CH2:33][CH2:32][N:31]([CH2:24][C:25]6[CH:26]=[CH:27][CH:28]=[CH:29][CH:30]=6)[CH2:36][CH2:35]5)=[CH:18][CH:17]=4)[C:12]([F:23])=[CH:11][N:10]=3)=[CH:3][CH:2]=2)[CH2:4][CH2:3]1)[C:48]1[CH:47]=[CH:2][CH:7]=[CH:6][CH:5]=1. The yield is 0.640. (4) The reactants are [CH2:1]([N:8]1[CH2:12][CH:11]([C:13]2[CH:18]=[CH:17][C:16]([F:19])=[CH:15][CH:14]=2)[CH:10]([CH2:20]OS(C2C=CC(C)=CC=2)(=O)=O)[CH2:9]1)[C:2]1[CH:7]=[CH:6][CH:5]=[CH:4][CH:3]=1.[CH3:32][NH2:33]. The catalyst is C1COCC1. The product is [CH2:1]([N:8]1[CH2:12][CH:11]([C:13]2[CH:18]=[CH:17][C:16]([F:19])=[CH:15][CH:14]=2)[CH:10]([CH2:20][NH:33][CH3:32])[CH2:9]1)[C:2]1[CH:7]=[CH:6][CH:5]=[CH:4][CH:3]=1. The yield is 0.760. (5) The reactants are [N:1]1([C:6]2[CH:11]=[CH:10][C:9]([OH:12])=[CH:8][CH:7]=2)[CH:5]=[N:4][CH:3]=[N:2]1.[C:13]([O:17][C:18]([N:20]1[CH2:24][CH2:23][CH2:22][C@@H:21]1[CH2:25][O:26][C:27]1[CH:32]=[CH:31][C:30](I)=[CH:29][CH:28]=1)=[O:19])([CH3:16])([CH3:15])[CH3:14]. No catalyst specified. The product is [C:13]([O:17][C:18]([N:20]1[CH2:24][CH2:23][CH2:22][C@@H:21]1[CH2:25][O:26][C:27]1[CH:28]=[CH:29][C:30]([O:12][C:9]2[CH:8]=[CH:7][C:6]([N:1]3[CH:5]=[N:4][CH:3]=[N:2]3)=[CH:11][CH:10]=2)=[CH:31][CH:32]=1)=[O:19])([CH3:16])([CH3:14])[CH3:15]. The yield is 0.800. (6) The reactants are [Br:1][C:2]1[CH:14]=[C:13]2[C:5]([C:6]3[CH:7]=[CH:8][C:9]([C:17]4[NH:21][C:20]([C@@H:22]5[CH2:26][CH2:25][CH2:24][N:23]5[C:27]([O:29]C(C)(C)C)=O)=[N:19][CH:18]=4)=[CH:10][C:11]=3[C:12]2([F:16])[F:15])=[CH:4][CH:3]=1.Cl.O1CCOCC1.[CH3:41][O:42][C:43]([NH:45][C@@H:46]([CH:50]([CH3:52])[CH3:51])C(O)=O)=[O:44].CN(C(ON1N=NC2C=CC=NC1=2)=[N+](C)C)C.F[P-](F)(F)(F)(F)F.C(N(C(C)C)CC)(C)C. The catalyst is C(OCC)(=O)C.CO. The product is [Br:1][C:2]1[CH:14]=[C:13]2[C:5]([C:6]3[CH:7]=[CH:8][C:9]([C:17]4[NH:21][C:20]([C@@H:22]5[CH2:26][CH2:25][CH2:24][N:23]5[C:27](=[O:29])[C@@H:46]([NH:45][C:43](=[O:44])[O:42][CH3:41])[CH:50]([CH3:52])[CH3:51])=[N:19][CH:18]=4)=[CH:10][C:11]=3[C:12]2([F:15])[F:16])=[CH:4][CH:3]=1. The yield is 0.590. (7) The reactants are I[C:2]1[CH:7]=[CH:6][N:5]=[CH:4][CH:3]=1.[C:8]([C:11]1[N:16]=[CH:15][C:14]([C:17]2[CH:18]=[N:19][C:20]([C:23]#[N:24])=[CH:21][CH:22]=2)=[CH:13][CH:12]=1)(=[O:10])[CH3:9]. No catalyst specified. The product is [OH:10][C:8]([C:11]1[N:16]=[CH:15][C:14]([C:17]2[CH:18]=[N:19][C:20]([C:23]#[N:24])=[CH:21][CH:22]=2)=[CH:13][CH:12]=1)([C:2]1[CH:7]=[CH:6][N:5]=[CH:4][CH:3]=1)[CH3:9]. The yield is 0.180. (8) The reactants are [C:1]([C:5]1[CH:10]=[C:9]([C:11]([F:14])([F:13])[F:12])[C:8]([N+:15]([O-])=O)=[CH:7][C:6]=1[O:18][CH3:19])([CH3:4])([CH3:3])[CH3:2].C([O-])=O.[NH4+]. The catalyst is CCO.[Pd]. The product is [C:1]([C:5]1[CH:10]=[C:9]([C:11]([F:14])([F:12])[F:13])[C:8]([NH2:15])=[CH:7][C:6]=1[O:18][CH3:19])([CH3:4])([CH3:2])[CH3:3]. The yield is 0.950. (9) The reactants are [CH3:1][C:2]1[N:3]=[C:4]([C:9]2[CH:14]=[CH:13][C:12]([C:15]([F:18])([F:17])[F:16])=[CH:11][CH:10]=2)[O:5][C:6]=1[CH:7]=[O:8].[CH3:19][Mg]Br.[Cl-].[NH4+]. The catalyst is C1COCC1. The product is [CH3:1][C:2]1[N:3]=[C:4]([C:9]2[CH:10]=[CH:11][C:12]([C:15]([F:18])([F:16])[F:17])=[CH:13][CH:14]=2)[O:5][C:6]=1[CH:7]([OH:8])[CH3:19]. The yield is 0.800.